From a dataset of Forward reaction prediction with 1.9M reactions from USPTO patents (1976-2016). Predict the product of the given reaction. (1) Given the reactants Cl[C:2]1[N:3]=[N:4][CH:5]=[C:6]2[CH:10]=[C:9]([C:11]3[CH:12]=[C:13]([CH:20]=[CH:21][C:22]=3[CH3:23])[C:14]([NH:16][CH:17]3[CH2:19][CH2:18]3)=[O:15])[S:8][C:7]=12.[F:24][C:25]1[C:26]([O:34][CH3:35])=[C:27](B(O)O)[CH:28]=[CH:29][CH:30]=1.C(=O)([O-])[O-].[Na+].[Na+].C(O)C, predict the reaction product. The product is: [CH:17]1([NH:16][C:14](=[O:15])[C:13]2[CH:20]=[CH:21][C:22]([CH3:23])=[C:11]([C:9]3[S:8][C:7]4=[C:2]([C:27]5[CH:28]=[CH:29][CH:30]=[C:25]([F:24])[C:26]=5[O:34][CH3:35])[N:3]=[N:4][CH:5]=[C:6]4[CH:10]=3)[CH:12]=2)[CH2:19][CH2:18]1. (2) Given the reactants Cl[CH2:2][C:3]1[CH:29]=[CH:28][C:6]([C:7]([NH:9][C:10]2[S:11][C:12]([C:20]([CH:22]3[CH2:27][CH2:26][O:25][CH2:24][CH2:23]3)=[O:21])=[C:13]([C:15]3[O:16][CH:17]=[CH:18][CH:19]=3)[N:14]=2)=[O:8])=[CH:5][CH:4]=1.[CH3:30][NH:31][CH3:32].C1COCC1, predict the reaction product. The product is: [CH3:30][N:31]([CH2:2][C:3]1[CH:29]=[CH:28][C:6]([C:7]([NH:9][C:10]2[S:11][C:12]([C:20]([CH:22]3[CH2:27][CH2:26][O:25][CH2:24][CH2:23]3)=[O:21])=[C:13]([C:15]3[O:16][CH:17]=[CH:18][CH:19]=3)[N:14]=2)=[O:8])=[CH:5][CH:4]=1)[CH3:32]. (3) Given the reactants [Cl:1][C:2]1[CH:7]=[CH:6][C:5](/[CH:8]=[CH:9]/[C:10]2[O:11][CH:12]=[C:13]([CH2:15]Cl)[N:14]=2)=[CH:4][C:3]=1[F:17].[CH3:18][S:19]([CH2:22][C:23]1[N:24]([CH2:28][CH2:29][CH2:30][CH2:31][C:32]2[CH:37]=[CH:36][C:35]([OH:38])=[CH:34][CH:33]=2)[CH:25]=[CH:26][N:27]=1)(=[O:21])=[O:20].[H-].[Na+], predict the reaction product. The product is: [Cl:1][C:2]1[CH:7]=[CH:6][C:5](/[CH:8]=[CH:9]/[C:10]2[O:11][CH:12]=[C:13]([CH2:15][O:38][C:35]3[CH:34]=[CH:33][C:32]([CH2:31][CH2:30][CH2:29][CH2:28][N:24]4[CH:25]=[CH:26][N:27]=[C:23]4[CH2:22][S:19]([CH3:18])(=[O:21])=[O:20])=[CH:37][CH:36]=3)[N:14]=2)=[CH:4][C:3]=1[F:17]. (4) Given the reactants [CH2:1]1[C:10]2[C:5](=[CH:6][CH:7]=[CH:8][CH:9]=2)[CH2:4][CH2:3][NH:2]1.[Cl:11][C:12](Cl)([O:14]C(=O)OC(Cl)(Cl)Cl)Cl, predict the reaction product. The product is: [CH2:1]1[C:10]2[C:5](=[CH:6][CH:7]=[CH:8][CH:9]=2)[CH2:4][CH2:3][N:2]1[C:12]([Cl:11])=[O:14]. (5) Given the reactants [CH2:1]([O:3][C:4]1[CH:5]=[C:6]2[C:11](=[CH:12][CH:13]=1)[N:10]=[C:9]([NH:14][CH2:15][CH3:16])[C:8]([CH2:17]O)=[CH:7]2)[CH3:2].O=S(Cl)[Cl:21], predict the reaction product. The product is: [ClH:21].[Cl:21][CH2:17][C:8]1[C:9]([NH:14][CH2:15][CH3:16])=[N:10][C:11]2[C:6]([CH:7]=1)=[CH:5][C:4]([O:3][CH2:1][CH3:2])=[CH:13][CH:12]=2. (6) Given the reactants [Cl:1][C:2]1[C:11]([CH2:12][C:13]([F:16])([F:15])[F:14])=[C:10](Cl)[C:9]2[C:4](=[CH:5][CH:6]=[C:7]([C:18]([C:26]3[C:27]([CH3:33])=[N:28][C:29]([CH3:32])=[CH:30][CH:31]=3)([C:20]3[N:24]([CH3:25])[N:23]=[N:22][CH:21]=3)[OH:19])[CH:8]=2)[N:3]=1.[NH:34]1[CH2:37][CH2:36][CH2:35]1.CN(C=O)C, predict the reaction product. The product is: [N:34]1([C:10]2[C:9]3[C:4](=[CH:5][CH:6]=[C:7]([C:18]([C:26]4[C:27]([CH3:33])=[N:28][C:29]([CH3:32])=[CH:30][CH:31]=4)([C:20]4[N:24]([CH3:25])[N:23]=[N:22][CH:21]=4)[OH:19])[CH:8]=3)[N:3]=[C:2]([Cl:1])[C:11]=2[CH2:12][C:13]([F:15])([F:16])[F:14])[CH2:37][CH2:36][CH2:35]1. (7) Given the reactants [Cl:1][C:2]1[CH:3]=[C:4]([S:9]([NH:12][C:13]2[CH:14]=[C:15]3[C:20](=[CH:21][CH:22]=2)[C:19]([C:23]([OH:25])=O)=[CH:18][CH:17]=[CH:16]3)(=[O:11])=[O:10])[CH:5]=[C:6]([Cl:8])[CH:7]=1.S(Cl)([Cl:28])=O, predict the reaction product. The product is: [Cl:1][C:2]1[CH:3]=[C:4]([S:9]([NH:12][C:13]2[CH:14]=[C:15]3[C:20](=[CH:21][CH:22]=2)[C:19]([C:23]([Cl:28])=[O:25])=[CH:18][CH:17]=[CH:16]3)(=[O:10])=[O:11])[CH:5]=[C:6]([Cl:8])[CH:7]=1. (8) Given the reactants [CH3:1][O:2][C:3]1([O:10][CH3:11])[CH2:8][CH2:7][O:6][CH2:5][CH:4]1[OH:9].[H-].[Na+].I[CH2:15][CH3:16], predict the reaction product. The product is: [CH2:15]([O:9][CH:4]1[C:3]([O:10][CH3:11])([O:2][CH3:1])[CH2:8][CH2:7][O:6][CH2:5]1)[CH3:16]. (9) The product is: [NH2:12][C:5]1[C:6]([C:9]([OH:11])=[O:10])=[N:7][CH:8]=[C:3]([CH:2]([F:15])[F:1])[CH:4]=1. Given the reactants [F:1][CH:2]([F:15])[C:3]1[CH:4]=[C:5]([N+:12]([O-])=O)[C:6]([C:9]([OH:11])=[O:10])=[N:7][CH:8]=1, predict the reaction product.